Dataset: Forward reaction prediction with 1.9M reactions from USPTO patents (1976-2016). Task: Predict the product of the given reaction. Given the reactants [N:1]1([CH2:10][C:11]2[N:15]([CH2:16][CH2:17][C:18]([NH:20]O)=[NH:19])[C:14]3[CH:22]=[CH:23][CH:24]=[CH:25][C:13]=3[N:12]=2)[C:5]2[CH:6]=[CH:7][CH:8]=[CH:9][C:4]=2[N:3]=[N:2]1.[C:26]([O:29]C(=O)C)(=[O:28])[CH3:27].C(OCC)C, predict the reaction product. The product is: [C:26]([OH:29])(=[O:28])[CH3:27].[C:26]([OH:29])(=[O:28])[CH3:27].[N:1]1([CH2:10][C:11]2[N:15]([CH2:16][CH2:17][C:18]([NH2:20])=[NH:19])[C:14]3[CH:22]=[CH:23][CH:24]=[CH:25][C:13]=3[N:12]=2)[C:5]2[CH:6]=[CH:7][CH:8]=[CH:9][C:4]=2[N:3]=[N:2]1.